The task is: Predict the product of the given reaction.. This data is from Forward reaction prediction with 1.9M reactions from USPTO patents (1976-2016). (1) The product is: [NH2:8][C:9]1[C:10]([F:29])=[C:11]([C:16]2[C:20]([C:21]3[CH:26]=[CH:25][N:24]=[C:23]([NH:27][CH3:28])[CH:22]=3)=[CH:19][NH:18][N:17]=2)[C:12]([F:15])=[CH:13][CH:14]=1. Given the reactants C([N:8](CC1C=CC=CC=1)[C:9]1[C:10]([F:29])=[C:11]([C:16]2[C:20]([C:21]3[CH:26]=[CH:25][N:24]=[C:23]([NH:27][CH3:28])[CH:22]=3)=[CH:19][NH:18][N:17]=2)[C:12]([F:15])=[CH:13][CH:14]=1)C1C=CC=CC=1.O, predict the reaction product. (2) Given the reactants [Cl:1][C:2]1[CH:3]=[CH:4][C:5]([S:31]([CH2:34][CH3:35])(=[O:33])=[O:32])=[C:6]([CH2:8][N:9]2[C:18](=[O:19])[C:17]3[C:12](=[CH:13][C:14]([CH2:24][N:25]4[CH2:30][CH2:29][NH:28][CH2:27][CH2:26]4)=[C:15]([C:20]([F:23])([F:22])[F:21])[CH:16]=3)[N:11]=[CH:10]2)[CH:7]=1.[CH2:36]=O, predict the reaction product. The product is: [Cl:1][C:2]1[CH:3]=[CH:4][C:5]([S:31]([CH2:34][CH3:35])(=[O:32])=[O:33])=[C:6]([CH2:8][N:9]2[C:18](=[O:19])[C:17]3[C:12](=[CH:13][C:14]([CH2:24][N:25]4[CH2:26][CH2:27][N:28]([CH3:36])[CH2:29][CH2:30]4)=[C:15]([C:20]([F:21])([F:23])[F:22])[CH:16]=3)[N:11]=[CH:10]2)[CH:7]=1. (3) Given the reactants [S:1]1[CH:5]=[CH:4][CH:3]=[CH:2]1.C([Li])CCC.[Cl:11][C:12]1[CH:23]=[CH:22][C:15]([C:16](N(OC)C)=[O:17])=[CH:14][C:13]=1[S:24](=[O:27])(=[O:26])[NH2:25], predict the reaction product. The product is: [Cl:11][C:12]1[CH:23]=[CH:22][C:15]([C:16]([C:2]2[S:1][CH:5]=[CH:4][CH:3]=2)=[O:17])=[CH:14][C:13]=1[S:24]([NH2:25])(=[O:27])=[O:26]. (4) Given the reactants [CH2:1]([NH:3][CH2:4][C:5]1[CH:10]=[CH:9][CH:8]=[CH:7][CH:6]=1)[CH3:2].[CH3:11][O:12][CH2:13][CH2:14]Br, predict the reaction product. The product is: [CH2:1]([N:3]([CH2:4][C:5]1[CH:10]=[CH:9][CH:8]=[CH:7][CH:6]=1)[CH2:14][CH2:13][O:12][CH3:11])[CH3:2]. (5) Given the reactants [NH2:1][CH:2]1[CH2:7][CH2:6][N:5]([C:8]([O:10][C:11]([CH3:14])([CH3:13])[CH3:12])=[O:9])[C:4](=O)[CH2:3]1.C[Al](C)C.[C:20]1([CH:26]2[CH2:31][CH2:30][O:29][C:27]2=[O:28])[CH:25]=[CH:24][CH:23]=[CH:22][CH:21]=1.CO, predict the reaction product. The product is: [C:11]([O:10][C:8]([N:5]1[CH2:6][CH2:7][CH:2]([NH:1][C:27](=[O:28])[CH:26]([C:20]2[CH:25]=[CH:24][CH:23]=[CH:22][CH:21]=2)[CH2:31][CH2:30][OH:29])[CH2:3][CH2:4]1)=[O:9])([CH3:14])([CH3:13])[CH3:12]. (6) Given the reactants [Br:1][C:2]1[CH:3]=[C:4]([C:8]2[O:9][C:10]3[CH:16]=[CH:15][C:14]([CH3:17])=[CH:13][C:11]=3[N:12]=2)[CH:5]=[CH:6][CH:7]=1.I[C:19]1[CH:24]=[C:23]([CH3:25])[CH:22]=[C:21]([CH3:26])[CH:20]=1.FC(F)(F)C(O)=O, predict the reaction product. The product is: [Br:1][C:2]1[CH:7]=[CH:6][C:5]([C:19]2[CH:24]=[C:23]([CH3:25])[CH:22]=[C:21]([CH3:26])[CH:20]=2)=[C:4]([C:8]2[O:9][C:10]3[CH:16]=[CH:15][C:14]([CH3:17])=[CH:13][C:11]=3[N:12]=2)[CH:3]=1. (7) Given the reactants [OH-].[Na+].C[O:4][C:5]([C:7]1[C:8]([NH:27][C:28]2[CH:33]=[CH:32][C:31]([Br:34])=[CH:30][C:29]=2[Cl:35])=[C:9]([Cl:26])[C:10]2[N:11]([C:13]([CH2:16][NH:17][CH2:18][C:19]([O:21][C:22]([CH3:25])([CH3:24])[CH3:23])=[O:20])=[CH:14][N:15]=2)[CH:12]=1)=[O:6].CO.O.Cl, predict the reaction product. The product is: [Br:34][C:31]1[CH:32]=[CH:33][C:28]([NH:27][C:8]2[C:7]([C:5]([OH:6])=[O:4])=[CH:12][N:11]3[C:13]([CH2:16][NH:17][CH2:18][C:19]([O:21][C:22]([CH3:23])([CH3:24])[CH3:25])=[O:20])=[CH:14][N:15]=[C:10]3[C:9]=2[Cl:26])=[C:29]([Cl:35])[CH:30]=1. (8) Given the reactants [BH4-].[Na+].[CH3:3][C:4]1[CH:9]=[C:8]([C:10]([N:12]2[CH2:21][C:20]3[CH:19]=[N:18][N:17]([CH3:22])[C:16]=3[NH:15][C:14]3[CH:23]=[CH:24][CH:25]=[CH:26][C:13]2=3)=[O:11])[CH:7]=[CH:6][C:5]=1[CH2:27][CH2:28][C:29]([N:31]1[CH2:36][CH2:35][C:34](=[O:37])[CH2:33][CH2:32]1)=[O:30], predict the reaction product. The product is: [OH:37][CH:34]1[CH2:33][CH2:32][N:31]([C:29](=[O:30])[CH2:28][CH2:27][C:5]2[CH:6]=[CH:7][C:8]([C:10]([N:12]3[CH2:21][C:20]4[CH:19]=[N:18][N:17]([CH3:22])[C:16]=4[NH:15][C:14]4[CH:23]=[CH:24][CH:25]=[CH:26][C:13]3=4)=[O:11])=[CH:9][C:4]=2[CH3:3])[CH2:36][CH2:35]1.